From a dataset of Forward reaction prediction with 1.9M reactions from USPTO patents (1976-2016). Predict the product of the given reaction. (1) Given the reactants [CH:1]([N:3]1[CH:7]=[C:6]([CH2:8][OH:9])[CH:5]=[N:4]1)=[CH2:2].S([O-])([O-])(=O)=O.[Mg+2], predict the reaction product. The product is: [CH:1]([N:3]1[CH:7]=[C:6]([CH:8]=[O:9])[CH:5]=[N:4]1)=[CH2:2]. (2) Given the reactants [F:1][C:2]1[CH:3]=[C:4]([CH2:19][OH:20])[CH:5]=[CH:6][C:7]=1[O:8][C:9]1[CH:14]=[CH:13][N:12]=[C:11]([C:15]([F:18])([F:17])[F:16])[CH:10]=1.Cl[C:22]1[CH:33]=[C:26]2[N:27]([CH3:32])[C@H:28]([CH3:31])[CH2:29][CH2:30][N:25]2[C:24](=[O:34])[N:23]=1, predict the reaction product. The product is: [F:1][C:2]1[CH:3]=[C:4]([CH:5]=[CH:6][C:7]=1[O:8][C:9]1[CH:14]=[CH:13][N:12]=[C:11]([C:15]([F:16])([F:17])[F:18])[CH:10]=1)[CH2:19][O:20][C:22]1[CH:33]=[C:26]2[N:27]([CH3:32])[C@H:28]([CH3:31])[CH2:29][CH2:30][N:25]2[C:24](=[O:34])[N:23]=1.